From a dataset of Reaction yield outcomes from USPTO patents with 853,638 reactions. Predict the reaction yield, written as a fraction of the theoretical maximum amount of product (1.0 means a 100% yield; for example, 0.34 means a 34% yield). (1) The reactants are [Cl-].O[NH3+:3].[C:4](=[O:7])([O-])[OH:5].[Na+].CS(C)=O.[CH3:13][C:14]1[CH2:18][CH:17]([CH2:19][O:20][C@H:21]2[CH2:26][CH2:25][C@H:24]([N:27]3[C:32](=[O:33])[C:31]([CH2:34][C:35]4[CH:40]=[CH:39][C:38]([C:41]5[C:42]([C:47]#[N:48])=[CH:43][CH:44]=[CH:45][CH:46]=5)=[CH:37][CH:36]=4)=[C:30]([CH2:49][CH2:50][CH3:51])[N:29]4[N:52]=[CH:53][N:54]=[C:28]34)[CH2:23][CH2:22]2)[O:16][N:15]=1. The catalyst is C(OCC)(=O)C. The product is [CH3:13][C:14]1[CH2:18][CH:17]([CH2:19][O:20][C@H:21]2[CH2:26][CH2:25][C@H:24]([N:27]3[C:32](=[O:33])[C:31]([CH2:34][C:35]4[CH:40]=[CH:39][C:38]([C:41]5[CH:46]=[CH:45][CH:44]=[CH:43][C:42]=5[C:47]5[NH:3][C:4](=[O:7])[O:5][N:48]=5)=[CH:37][CH:36]=4)=[C:30]([CH2:49][CH2:50][CH3:51])[N:29]4[N:52]=[CH:53][N:54]=[C:28]34)[CH2:23][CH2:22]2)[O:16][N:15]=1. The yield is 0.430. (2) The reactants are [C:1]([NH:9][C@H:10]([C:12]([OH:14])=O)[CH3:11])(=[O:8])[C:2]1[CH:7]=[CH:6][CH:5]=[CH:4][CH:3]=1.C(C1NC=CN=1)(C1NC=CN=1)=O.[C:27]([O:30][CH2:31][CH3:32])(=[O:29])[CH3:28].[Li+].CC([N-]C(C)C)C. The catalyst is C1COCC1. The product is [C:1]([NH:9][CH:10]([CH3:11])[C:12](=[O:14])[CH2:28][C:27]([O:30][CH2:31][CH3:32])=[O:29])(=[O:8])[C:2]1[CH:3]=[CH:4][CH:5]=[CH:6][CH:7]=1. The yield is 0.955. (3) The reactants are [C:1]([O:5][C:6]([NH:8][C@H:9]1[C@@H:13]([CH2:14][OH:15])[CH2:12][N:11]([C:16]([O:18][CH2:19][C:20]2[CH:25]=[CH:24][CH:23]=[CH:22][CH:21]=2)=[O:17])[CH2:10]1)=[O:7])([CH3:4])([CH3:3])[CH3:2].C(N(CC)CC)C.[CH3:33][S:34](Cl)(=[O:36])=[O:35]. The catalyst is C(Cl)Cl. The product is [C:1]([O:5][C:6]([NH:8][C@H:9]1[C@@H:13]([CH2:14][O:15][S:34]([CH3:33])(=[O:36])=[O:35])[CH2:12][N:11]([C:16]([O:18][CH2:19][C:20]2[CH:21]=[CH:22][CH:23]=[CH:24][CH:25]=2)=[O:17])[CH2:10]1)=[O:7])([CH3:4])([CH3:2])[CH3:3]. The yield is 0.970. (4) The reactants are Cl[C:2]1[CH:7]=[CH:6][C:5]([N+:8]([O-:10])=[O:9])=[CH:4][C:3]=1[O:11][CH3:12].[OH:13][CH:14]1[CH2:18][CH2:17][NH:16][CH2:15]1.O. The catalyst is C(OCC)(=O)C.[Cl-].[Na+].O. The product is [CH3:12][O:11][C:3]1[CH:4]=[C:5]([N+:8]([O-:10])=[O:9])[CH:6]=[CH:7][C:2]=1[N:16]1[CH2:17][CH2:18][C@@H:14]([OH:13])[CH2:15]1. The yield is 0.820.